This data is from Forward reaction prediction with 1.9M reactions from USPTO patents (1976-2016). The task is: Predict the product of the given reaction. (1) Given the reactants [Cl:1][C:2]1[C:3]([O:30][C@H:31]2[CH2:35][CH2:34][CH2:33][C@@H:32]2[C:36]2[N:40]([CH3:41])[N:39]=[CH:38][CH:37]=2)=[CH:4][C:5]([F:29])=[C:6]([S:8]([N:11](CC2C=CC(OC)=CC=2OC)[C:12]2[CH:17]=[CH:16][N:15]=[CH:14][N:13]=2)(=[O:10])=[O:9])[CH:7]=1.C([SiH](CC)CC)C.FC(F)(F)C(O)=O, predict the reaction product. The product is: [Cl:1][C:2]1[C:3]([O:30][C@H:31]2[CH2:35][CH2:34][CH2:33][C@@H:32]2[C:36]2[N:40]([CH3:41])[N:39]=[CH:38][CH:37]=2)=[CH:4][C:5]([F:29])=[C:6]([S:8]([NH:11][C:12]2[CH:17]=[CH:16][N:15]=[CH:14][N:13]=2)(=[O:10])=[O:9])[CH:7]=1. (2) Given the reactants Cl.[CH2:2]([C:5]1[CH:10]=[CH:9][N:8]=[C:7]([C:11]([OH:13])=[O:12])[CH:6]=1)[CH2:3][CH3:4].[H][H].[C:16](O[C:16]([O:18][C:19]([CH3:22])([CH3:21])[CH3:20])=[O:17])([O:18][C:19]([CH3:22])([CH3:21])[CH3:20])=[O:17].[OH-].[Na+], predict the reaction product. The product is: [C:19]([O:18][C:16]([N:8]1[CH2:9][CH2:10][CH:5]([CH2:2][CH2:3][CH3:4])[CH2:6][CH:7]1[C:11]([OH:13])=[O:12])=[O:17])([CH3:22])([CH3:21])[CH3:20]. (3) Given the reactants [C:1]1([S:7][CH3:8])[CH:6]=[CH:5][CH:4]=[CH:3][CH:2]=1.[S:9]([O:14]C)([O:12][CH3:13])(=[O:11])=[O:10].[CH2:16](OCC)C, predict the reaction product. The product is: [S:9]([O-:14])([O-:12])(=[O:11])=[O:10].[CH3:8][S+:7]([CH3:13])[C:1]1[CH:6]=[CH:5][CH:4]=[CH:3][CH:2]=1.[CH3:8][S+:7]([C:1]1[CH:6]=[CH:5][CH:4]=[CH:3][CH:2]=1)[CH3:16]. (4) Given the reactants [Cl:1][C:2]1[CH:7]=[CH:6][CH:5]=[C:4]([F:8])[C:3]=1[C:9]1[S:10][CH:11]=[C:12]([CH2:14][OH:15])[N:13]=1.I(C1C=CC=CC=1C(O)=O)(=O)=O, predict the reaction product. The product is: [Cl:1][C:2]1[CH:7]=[CH:6][CH:5]=[C:4]([F:8])[C:3]=1[C:9]1[S:10][CH:11]=[C:12]([CH:14]=[O:15])[N:13]=1.